From a dataset of Forward reaction prediction with 1.9M reactions from USPTO patents (1976-2016). Predict the product of the given reaction. (1) Given the reactants [NH2:1][C:2]1[CH:3]=[C:4]([C:8]2[N:13]3[N:14]=[CH:15][C:16]([C:17]([C:19]4[O:20][CH:21]=[CH:22][CH:23]=4)=[O:18])=[C:12]3[N:11]=[CH:10][CH:9]=2)[CH:5]=[CH:6][CH:7]=1.[C:24](Cl)(=[O:29])[CH2:25][CH:26]([CH3:28])[CH3:27], predict the reaction product. The product is: [O:20]1[CH:21]=[CH:22][CH:23]=[C:19]1[C:17]([C:16]1[CH:15]=[N:14][N:13]2[C:8]([C:4]3[CH:3]=[C:2]([NH:1][C:24](=[O:29])[CH2:25][CH:26]([CH3:28])[CH3:27])[CH:7]=[CH:6][CH:5]=3)=[CH:9][CH:10]=[N:11][C:12]=12)=[O:18]. (2) Given the reactants [C:1]([C:3]1[CH:4]=[N:5][CH:6]=[C:7]([CH:10]=1)[C:8]#[N:9])#[CH:2].[F:11][C:12]1[CH:17]=[CH:16][CH:15]=[C:14](I)[CH:13]=1.C(N(CC)CC)C, predict the reaction product. The product is: [F:11][C:12]1[CH:13]=[C:14]([C:2]#[C:1][C:3]2[CH:4]=[N:5][CH:6]=[C:7]([CH:10]=2)[C:8]#[N:9])[CH:15]=[CH:16][CH:17]=1. (3) The product is: [Cl:23][C:21]1[CH:22]=[C:17]([NH:1][C:2]2[CH:3]=[CH:4][C:5]([C:8]([N:10]3[CH2:15][CH2:14][O:13][CH2:12][CH2:11]3)=[O:9])=[CH:6][N:7]=2)[C:18](=[O:25])[N:19]([CH3:24])[N:20]=1. Given the reactants [NH2:1][C:2]1[N:7]=[CH:6][C:5]([C:8]([N:10]2[CH2:15][CH2:14][O:13][CH2:12][CH2:11]2)=[O:9])=[CH:4][CH:3]=1.Br[C:17]1[C:18](=[O:25])[N:19]([CH3:24])[N:20]=[C:21]([Cl:23])[CH:22]=1.C(=O)([O-])[O-].[Cs+].[Cs+], predict the reaction product. (4) Given the reactants [CH3:1][O:2][C:3]1[CH:4]=[C:5]2[C:9](=[CH:10][C:11]=1[O:12][CH2:13][CH2:14][O:15]C(=O)C)[N:8]([CH3:19])[CH:7]=[C:6]2[C:20]1[N:28](S(C2C=CC(C)=CC=2)(=O)=O)[C:23]2=[N:24][CH:25]=[CH:26][CH:27]=[C:22]2[CH:21]=1.[OH-].[K+], predict the reaction product. The product is: [CH3:1][O:2][C:3]1[CH:4]=[C:5]2[C:9](=[CH:10][C:11]=1[O:12][CH2:13][CH2:14][OH:15])[N:8]([CH3:19])[CH:7]=[C:6]2[C:20]1[NH:28][C:23]2=[N:24][CH:25]=[CH:26][CH:27]=[C:22]2[CH:21]=1. (5) The product is: [CH2:1]([O:3][C:4]([C:5]1([S:6]([C:9]2[CH:10]=[CH:11][C:12]([O:15][CH2:16][C:17]#[C:18][CH2:19][CH3:20])=[CH:13][CH:14]=2)(=[O:7])=[O:8])[CH2:30][CH2:29][N:28]([CH2:27][C:26]2[CH:35]=[CH:36][C:23]([Br:22])=[CH:24][CH:25]=2)[CH2:32][CH2:33]1)=[O:21])[CH3:2]. Given the reactants [CH2:1]([O:3][C:4](=[O:21])[CH2:5][S:6]([C:9]1[CH:14]=[CH:13][C:12]([O:15][CH2:16][C:17]#[C:18][CH2:19][CH3:20])=[CH:11][CH:10]=1)(=[O:8])=[O:7])[CH3:2].[Br:22][C:23]1[CH:36]=[CH:35][C:26]([CH2:27][N:28]([CH2:32][CH2:33]Cl)[CH2:29][CH2:30]Cl)=[CH:25][CH:24]=1, predict the reaction product. (6) Given the reactants [CH2:1]([N:8](C)[C@H:9]1[CH2:18][CH2:17][C:16]2[C:11](=[CH:12][CH:13]=[CH:14][C:15]=2[C:19]2[C:20]([CH3:26])=[N:21][N:22]([CH3:25])[C:23]=2[CH3:24])[CH2:10]1)C1C=CC=CC=1.CO, predict the reaction product. The product is: [CH3:1][NH:8][C@H:9]1[CH2:18][CH2:17][C:16]2[C:11](=[CH:12][CH:13]=[CH:14][C:15]=2[C:19]2[C:20]([CH3:26])=[N:21][N:22]([CH3:25])[C:23]=2[CH3:24])[CH2:10]1. (7) Given the reactants C[O:2][C:3](=[O:32])[CH2:4][C:5]1[CH:14]=[C:13]([CH:15]2[CH2:20][CH2:19][N:18]([S:21]([C:24]3[CH:29]=[CH:28][C:27]([Cl:30])=[CH:26][CH:25]=3)(=[O:23])=[O:22])[CH2:17][CH2:16]2)[C:12]2[C:7](=[CH:8][CH:9]=[C:10]([F:31])[CH:11]=2)[CH:6]=1.O.[OH-].[Li+], predict the reaction product. The product is: [Cl:30][C:27]1[CH:26]=[CH:25][C:24]([S:21]([N:18]2[CH2:19][CH2:20][CH:15]([C:13]3[C:12]4[C:7](=[CH:8][CH:9]=[C:10]([F:31])[CH:11]=4)[CH:6]=[C:5]([CH2:4][C:3]([OH:32])=[O:2])[CH:14]=3)[CH2:16][CH2:17]2)(=[O:22])=[O:23])=[CH:29][CH:28]=1.